This data is from Reaction yield outcomes from USPTO patents with 853,638 reactions. The task is: Predict the reaction yield, written as a fraction of the theoretical maximum amount of product (1.0 means a 100% yield; for example, 0.34 means a 34% yield). (1) The reactants are [Br:1][C:2]1[C:3]([F:20])=[CH:4][C:5]2[O:11][CH2:10][CH2:9][N:8]3[CH:12]=[C:13]([C:15]([O:17][CH3:18])=[O:16])[N:14]=[C:7]3[C:6]=2[CH:19]=1.[F:21][C:22]1[CH:23]=[C:24]([CH:27]=[C:28]([F:30])[CH:29]=1)[CH:25]=[O:26]. No catalyst specified. The product is [Br:1][C:2]1[C:3]([F:20])=[CH:4][C:5]2[O:11][CH2:10][CH2:9][N:8]3[C:12]([CH:25]([C:24]4[CH:23]=[C:22]([F:21])[CH:29]=[C:28]([F:30])[CH:27]=4)[OH:26])=[C:13]([C:15]([O:17][CH3:18])=[O:16])[N:14]=[C:7]3[C:6]=2[CH:19]=1. The yield is 0.690. (2) The reactants are [CH2:1]([C:3]1[S:7][C:6]([NH:8][S:9]([C:12]2[CH:17]=[CH:16][C:15]([NH:18]C(=O)C)=[CH:14][CH:13]=2)(=[O:11])=[O:10])=[N:5][N:4]=1)[CH3:2].C([O-])([O-])=O.[Na+].[Na+]. The catalyst is Cl. The product is [NH2:18][C:15]1[CH:16]=[CH:17][C:12]([S:9]([NH:8][C:6]2[S:7][C:3]([CH2:1][CH3:2])=[N:4][N:5]=2)(=[O:11])=[O:10])=[CH:13][CH:14]=1. The yield is 0.690. (3) The reactants are [F:1][C:2]([F:11])([F:10])[C:3]1[CH:9]=[CH:8][C:6]([NH2:7])=[CH:5][CH:4]=1.ClOC(C)(C)C.C[O:19][C:20](=O)[CH2:21][S:22][CH3:23].C(N(CC)CC)C. The catalyst is ClCCl. The product is [CH3:23][S:22][CH:21]1[C:8]2[C:6](=[CH:5][CH:4]=[C:3]([C:2]([F:10])([F:11])[F:1])[CH:9]=2)[NH:7][C:20]1=[O:19]. The yield is 0.590. (4) The reactants are C(NC(C)C)(C)C.[Li]CCCC.[S:13]1[CH:17]=[CH:16][N:15]=[C:14]1[C:18]1[CH:25]=[CH:24][C:21]([C:22]#[N:23])=[C:20]([C:26]([F:29])([F:28])[F:27])[CH:19]=1.[C:30]([C:33]1[CH:38]=[CH:37][N:36]=[CH:35][CH:34]=1)(=[O:32])[CH3:31]. The catalyst is C1COCC1. The product is [OH:32][C:30]([C:17]1[S:13][C:14]([C:18]2[CH:25]=[CH:24][C:21]([C:22]#[N:23])=[C:20]([C:26]([F:27])([F:28])[F:29])[CH:19]=2)=[N:15][CH:16]=1)([C:33]1[CH:38]=[CH:37][N:36]=[CH:35][CH:34]=1)[CH3:31]. The yield is 0.210. (5) The reactants are CO[C:3]1[CH:8]=[C:7]([N+:9]([O-])=[O:10])[C:6]([Br:12])=[CH:5][C:4]=1[F:13].[C:14](O)(=O)C.C(O)C.C(=O)([O-])[O-].[K+].[K+]. The catalyst is O.[Fe]. The product is [Br:12][C:6]1[CH:5]=[C:4]([F:13])[CH:3]=[CH:8][C:7]=1[NH:9][O:10][CH3:14]. The yield is 0.670. (6) The reactants are [CH3:1][O:2][C:3]1[CH:4]=[C:5]([C:17]2[CH2:18][CH2:19][N:20](C(OCC3C=CC=CC=3)=O)[CH2:21][CH:22]=2)[CH:6]=[CH:7][C:8]=1[NH:9][C:10]([O:12][C:13]([CH3:16])([CH3:15])[CH3:14])=[O:11]. The catalyst is CCO.[Pd]. The product is [CH3:1][O:2][C:3]1[CH:4]=[C:5]([CH:17]2[CH2:22][CH2:21][NH:20][CH2:19][CH2:18]2)[CH:6]=[CH:7][C:8]=1[NH:9][C:10](=[O:11])[O:12][C:13]([CH3:15])([CH3:14])[CH3:16]. The yield is 1.00. (7) The reactants are Cl[C:2]1[N:10]=[C:9]2[C:5]([N:6]=[CH:7][N:8]2[CH:11]([CH3:13])[CH3:12])=[C:4]([NH:14][CH2:15][C:16]2[CH:21]=[CH:20][C:19]([O:22][CH3:23])=[CH:18][CH:17]=2)[N:3]=1.[CH3:24][C:25]1[CH:30]=[CH:29][C:28]([OH:31])=[CH:27][CH:26]=1.CC([O-])(C)C.[K+]. The catalyst is C1C=CC(/C=C/C(/C=C/C2C=CC=CC=2)=O)=CC=1.C1C=CC(/C=C/C(/C=C/C2C=CC=CC=2)=O)=CC=1.C1C=CC(/C=C/C(/C=C/C2C=CC=CC=2)=O)=CC=1.[Pd].[Pd]. The product is [CH3:24][C:25]1[CH:30]=[CH:29][C:28]([O:31][C:2]2[N:10]=[C:9]3[C:5]([N:6]=[CH:7][N:8]3[CH:11]([CH3:13])[CH3:12])=[C:4]([NH:14][CH2:15][C:16]3[CH:21]=[CH:20][C:19]([O:22][CH3:23])=[CH:18][CH:17]=3)[N:3]=2)=[CH:27][CH:26]=1. The yield is 0.900. (8) The reactants are [F:1][C:2]([F:17])([F:16])[C:3]1[CH:11]=[C:10]2[C:6]([C:7]([C:12]([O:14][CH3:15])=[O:13])=[N:8][NH:9]2)=[CH:5][CH:4]=1.[C:18](=O)([O-])[O-].[K+].[K+].IC. The catalyst is C(#N)C. The product is [CH3:18][N:9]1[C:10]2[C:6](=[CH:5][CH:4]=[C:3]([C:2]([F:1])([F:16])[F:17])[CH:11]=2)[C:7]([C:12]([O:14][CH3:15])=[O:13])=[N:8]1. The yield is 0.750. (9) The reactants are [CH3:1][O:2][C:3]([CH:5](P(OC)(OC)=O)[NH:6][C:7]([O:9][CH2:10][C:11]1[CH:16]=[CH:15][CH:14]=[CH:13][CH:12]=1)=[O:8])=[O:4].[CH3:23][C:24]1[CH:28]=[CH:27][S:26][C:25]=1[CH:29]=O.C1CCN2C(=NCCC2)CC1. The catalyst is ClCCl. The product is [CH2:10]([O:9][C:7]([NH:6]/[C:5](=[CH:29]\[C:25]1[S:26][CH:27]=[CH:28][C:24]=1[CH3:23])/[C:3]([O:2][CH3:1])=[O:4])=[O:8])[C:11]1[CH:12]=[CH:13][CH:14]=[CH:15][CH:16]=1. The yield is 0.810.